This data is from Reaction yield outcomes from USPTO patents with 853,638 reactions. The task is: Predict the reaction yield, written as a fraction of the theoretical maximum amount of product (1.0 means a 100% yield; for example, 0.34 means a 34% yield). (1) The reactants are C1C=C[NH+]=CC=1.[O-][Cr](Cl)(=O)=O.[OH:12][CH2:13][CH2:14][CH2:15][CH2:16][CH2:17][C:18]([O:20][CH2:21][CH3:22])=[O:19].CCOC(C)=O. The catalyst is C(Cl)Cl. The product is [O:12]=[CH:13][CH2:14][CH2:15][CH2:16][CH2:17][C:18]([O:20][CH2:21][CH3:22])=[O:19]. The yield is 0.450. (2) The reactants are [O:1]=[C:2]1[N:6]2[CH2:7][C@@H:8]([C:11]([OH:13])=O)[CH2:9][CH2:10][C@@H:5]2[CH2:4][O:3]1.[CH2:14]([N:16](CC)CC)C.ClC(OCC(C)C)=O.[Cl:29][C:30]1[C:31](NC)=[N:32][CH:33]=[CH:34][N:35]=1. The catalyst is ClCCl. The product is [Cl:29][C:30]1[C:31]([CH2:14][NH:16][C:11]([C@@H:8]2[CH2:7][N:6]3[C:2](=[O:1])[O:3][CH2:4][C@H:5]3[CH2:10][CH2:9]2)=[O:13])=[N:32][CH:33]=[CH:34][N:35]=1. The yield is 0.140. (3) The reactants are [OH:1][C:2]1[CH:10]=[C:9]2[C:5]([CH:6]=[CH:7][N:8]2[C:11]2[N:15]([CH3:16])[N:14]=[C:13]([CH3:17])[C:12]=2/[CH:18]=[CH:19]/[C:20]([O:22][CH2:23][CH3:24])=[O:21])=[CH:4][CH:3]=1.Cl[CH2:26][C:27](=[O:29])[CH3:28].C(=O)([O-])[O-].[K+].[K+].[I-].[Na+]. The catalyst is CC(C)=O.O. The product is [CH3:16][N:15]1[C:11]([N:8]2[C:9]3[C:5](=[CH:4][CH:3]=[C:2]([O:1][CH2:26][C:27](=[O:29])[CH3:28])[CH:10]=3)[CH:6]=[CH:7]2)=[C:12](/[CH:18]=[CH:19]/[C:20]([O:22][CH2:23][CH3:24])=[O:21])[C:13]([CH3:17])=[N:14]1. The yield is 0.950.